From a dataset of Full USPTO retrosynthesis dataset with 1.9M reactions from patents (1976-2016). Predict the reactants needed to synthesize the given product. (1) Given the product [NH2:30][C:29]([NH:1][C:2]1[CH:7]=[CH:6][C:5]([C@H:8]([CH3:20])[C:9]([NH:11][C:12]2[S:13][C:14]([CH:17]([CH3:19])[CH3:18])=[CH:15][N:16]=2)=[O:10])=[CH:4][CH:3]=1)=[O:28], predict the reactants needed to synthesize it. The reactants are: [NH2:1][C:2]1[CH:7]=[CH:6][C:5]([C@H:8]([CH3:20])[C:9]([NH:11][C:12]2[S:13][C:14]([CH:17]([CH3:19])[CH3:18])=[CH:15][N:16]=2)=[O:10])=[CH:4][CH:3]=1.FC(F)(F)C(O)=O.[O-:28][C:29]#[N:30].[K+]. (2) Given the product [CH:1]1([N:6]2[CH2:7][CH2:8][N:9]([C:12]([C:14]3[CH:15]=[C:16]4[C:20](=[CH:21][CH:22]=3)[N:19]([C:38]3[CH:39]=[CH:40][C:35]([C:34]([F:45])([F:44])[F:33])=[CH:36][CH:37]=3)[C:18]([C:23]([N:25]3[CH2:30][CH2:29][S:28](=[O:31])(=[O:32])[CH2:27][CH2:26]3)=[O:24])=[CH:17]4)=[O:13])[CH2:10][CH2:11]2)[CH2:2][CH2:3][CH2:4][CH2:5]1, predict the reactants needed to synthesize it. The reactants are: [CH:1]1([N:6]2[CH2:11][CH2:10][N:9]([C:12]([C:14]3[CH:15]=[C:16]4[C:20](=[CH:21][CH:22]=3)[NH:19][C:18]([C:23]([N:25]3[CH2:30][CH2:29][S:28](=[O:32])(=[O:31])[CH2:27][CH2:26]3)=[O:24])=[CH:17]4)=[O:13])[CH2:8][CH2:7]2)[CH2:5][CH2:4][CH2:3][CH2:2]1.[F:33][C:34]([F:45])([F:44])[C:35]1[CH:40]=[CH:39][C:38](B(O)O)=[CH:37][CH:36]=1.N1C=CC=CC=1.